Dataset: Experimentally validated miRNA-target interactions with 360,000+ pairs, plus equal number of negative samples. Task: Binary Classification. Given a miRNA mature sequence and a target amino acid sequence, predict their likelihood of interaction. (1) The miRNA is hsa-miR-4726-3p with sequence ACCCAGGUUCCCUCUGGCCGCA. The protein sequence of the target gene is MPTWGARPASPDRFAVSAEAENKVREQQPHVERIFSVGVSVLPKDCPDNPHIWLQLEGPKENASRAKEYLKGLCSPELQDEIHYPPKLHCIFLGAQGFFLDCLAWSTSAHLVPRAPGSLMISGLTEAFVMAQSRVEELAERLSWDFTPGPSSGASQCTGVLRDFSALLQSPGDAHREALLQLPLAVQEELLSLVQEASSGQGPGALASWEGRSSALLGAQCQGVRAPPSDGRESLDTGSMGPGDCRGARGDTYAVEKEGGKQGGPREMDWGWKELPGEEAWEREVALRPQSVGGGARESA.... Result: 1 (interaction). (2) The miRNA is mmu-miR-346-5p with sequence UGUCUGCCCGAGUGCCUGCCUCU. The protein sequence of the target gene is MAAPEDVAALQAEITRREEELASLKRRLAAALTAEPEPERPLRVPPPPLAPRAALSRDEILRYSRQLLLPELGVRGQLRLAAAAVLVVGCGGLGCPLAQYLAAAGVGRLGLVDHDVVETSNLARQVLHGEAQAGESKARSAAAALRRLNSAVECVAYPRALAEDWALDLVRGYDVVADCCDNVPTRYLVNDACVLAGRPLVSASALRFEGQMTVYHHDGGPCYRCVFPRPPPPETVTNCADGGVLGAVPGVLGCAQALEVLKIAAGLGSSYSGSMLLFDGLGGHFRRIRLRRRRPDCVVC.... Result: 0 (no interaction).